Task: Predict the product of the given reaction.. Dataset: Forward reaction prediction with 1.9M reactions from USPTO patents (1976-2016) (1) Given the reactants C([O:4][CH2:5][C@@H:6]([N:8]1[CH:17]=[CH:16][C:15]2[C:10](=[CH:11][CH:12]=[C:13]([CH3:33])[C:14]=2[NH:18][C:19](=[O:32])[CH2:20][C:21]2[CH:26]=[CH:25][C:24]([C:27]([F:30])([F:29])[F:28])=[C:23]([F:31])[CH:22]=2)[C:9]1=[O:34])[CH3:7])(=O)C.C(=O)([O-])[O-].[K+].[K+].CO, predict the reaction product. The product is: [F:31][C:23]1[CH:22]=[C:21]([CH2:20][C:19]([NH:18][C:14]2[C:13]([CH3:33])=[CH:12][CH:11]=[C:10]3[C:15]=2[CH:16]=[CH:17][N:8]([C@@H:6]([CH3:7])[CH2:5][OH:4])[C:9]3=[O:34])=[O:32])[CH:26]=[CH:25][C:24]=1[C:27]([F:30])([F:28])[F:29]. (2) Given the reactants [N:1]1([C:6]2[C:7]([OH:12])=[N:8][CH:9]=[CH:10][CH:11]=2)[CH:5]=[CH:4][CH:3]=[CH:2]1.CO[C:15]1(OC)[CH2:20][CH2:19][N:18]([C:21]([O:23][CH2:24][C:25]2[CH:30]=[CH:29][CH:28]=[CH:27][CH:26]=2)=[O:22])[CH2:17][CH2:16]1.B(F)(F)F.CCOCC.C([O-])([O-])=O.[Na+].[Na+], predict the reaction product. The product is: [CH:11]1[C:6]2[N:1]3[CH:2]=[CH:3][CH:4]=[C:5]3[C:15]3([CH2:20][CH2:19][N:18]([C:21]([O:23][CH2:24][C:25]4[CH:26]=[CH:27][CH:28]=[CH:29][CH:30]=4)=[O:22])[CH2:17][CH2:16]3)[O:12][C:7]=2[N:8]=[CH:9][CH:10]=1. (3) Given the reactants B(F)(F)F.CCOCC.[Cl:10][C:11]1[CH:12]=[C:13]([CH:17]=[CH:18][N:19]=1)[C:14](O)=[O:15].[BH4-].[Na+], predict the reaction product. The product is: [Cl:10][C:11]1[CH:12]=[C:13]([CH2:14][OH:15])[CH:17]=[CH:18][N:19]=1. (4) The product is: [C:19]([O:23][C:24]([N:26]1[CH2:32][CH2:31][C:30]2[CH:33]=[CH:34][C:35]([NH:37][C:2]3[N:18]=[C:5]4[C:6]([C:10]5[CH:15]=[CH:14][CH:13]=[CH:12][C:11]=5[O:16][CH3:17])=[CH:7][CH:8]=[CH:9][N:4]4[N:3]=3)=[CH:36][C:29]=2[CH2:28][CH2:27]1)=[O:25])([CH3:22])([CH3:20])[CH3:21]. Given the reactants Cl[C:2]1[N:18]=[C:5]2[C:6]([C:10]3[CH:15]=[CH:14][CH:13]=[CH:12][C:11]=3[O:16][CH3:17])=[CH:7][CH:8]=[CH:9][N:4]2[N:3]=1.[C:19]([O:23][C:24]([N:26]1[CH2:32][CH2:31][C:30]2[CH:33]=[CH:34][C:35]([NH2:37])=[CH:36][C:29]=2[CH2:28][CH2:27]1)=[O:25])([CH3:22])([CH3:21])[CH3:20].C1(P(C2CCCCC2)C2(P(C3CCCCC3)C3CCCCC3)CC=CC=C2C2C=CC=CC=2)CCCCC1.C(=O)([O-])[O-].[Cs+].[Cs+], predict the reaction product. (5) Given the reactants [H-].[Al+3].[Li+].[H-].[H-].[H-].[Cl:7][C:8]1[CH:9]=[C:10]2[C:14](=[CH:15][CH:16]=1)[N:13]([CH2:17][CH2:18][CH2:19][S:20][CH3:21])[C:12]([C:22](OCC)=[O:23])=[CH:11]2, predict the reaction product. The product is: [Cl:7][C:8]1[CH:9]=[C:10]2[C:14](=[CH:15][CH:16]=1)[N:13]([CH2:17][CH2:18][CH2:19][S:20][CH3:21])[C:12]([CH2:22][OH:23])=[CH:11]2. (6) Given the reactants [CH2:1]([O:8][C:9]1[C:17]([O:18][CH2:19][C:20]2[CH:25]=[CH:24][CH:23]=[CH:22][CH:21]=2)=[CH:16][CH:15]=[CH:14][C:10]=1[C:11]([NH2:13])=O)[C:2]1[CH:7]=[CH:6][CH:5]=[CH:4][CH:3]=1.CCCCCC, predict the reaction product. The product is: [CH2:1]([O:8][C:9]1[C:17]([O:18][CH2:19][C:20]2[CH:25]=[CH:24][CH:23]=[CH:22][CH:21]=2)=[CH:16][CH:15]=[CH:14][C:10]=1[C:11]#[N:13])[C:2]1[CH:3]=[CH:4][CH:5]=[CH:6][CH:7]=1. (7) Given the reactants Cl.[CH3:2][O:3][CH2:4][CH2:5][NH:6][CH3:7].C1(=O)CCCC1.[C-]#N.[K+].CN(C)[C:19]1([C:24]#[N:25])[CH2:23][CH2:22][CH2:21][CH2:20]1, predict the reaction product. The product is: [CH3:7][N:6]([CH2:5][CH2:4][O:3][CH3:2])[C:19]1([C:24]#[N:25])[CH2:23][CH2:22][CH2:21][CH2:20]1.